This data is from Reaction yield outcomes from USPTO patents with 853,638 reactions. The task is: Predict the reaction yield, written as a fraction of the theoretical maximum amount of product (1.0 means a 100% yield; for example, 0.34 means a 34% yield). (1) The reactants are [F:1][C:2]1[CH:7]=[CH:6][C:5]([CH:8]([C:15]2[CH:20]=[CH:19][C:18]([F:21])=[CH:17][CH:16]=2)[N:9]2[CH2:14][CH2:13][NH:12][CH2:11][CH2:10]2)=[CH:4][CH:3]=1.C([O-])(O)=O.[Na+].Cl[S:28]([C:31]1[CH:36]=[CH:35][C:34]([CH:37]=[CH:38][C:39]([OH:41])=[O:40])=[CH:33][CH:32]=1)(=[O:30])=[O:29].Cl. The catalyst is O1CCOCC1.O. The product is [F:21][C:18]1[CH:19]=[CH:20][C:15]([CH:8]([C:5]2[CH:4]=[CH:3][C:2]([F:1])=[CH:7][CH:6]=2)[N:9]2[CH2:10][CH2:11][N:12]([S:28]([C:31]3[CH:32]=[CH:33][C:34](/[CH:37]=[CH:38]/[C:39]([OH:41])=[O:40])=[CH:35][CH:36]=3)(=[O:30])=[O:29])[CH2:13][CH2:14]2)=[CH:16][CH:17]=1. The yield is 0.630. (2) The reactants are [CH3:1][S:2][C:3]1[CH:11]=[C:10]2[C:6]([CH:7]=[CH:8][NH:9]2)=[CH:5][CH:4]=1.[OH-].[Na+].[C:14]1([S:20](Cl)(=[O:22])=[O:21])[CH:19]=[CH:18][CH:17]=[CH:16][CH:15]=1. The catalyst is [N+](CCCC)(CCCC)(CCCC)CCCC.[O-]S(O)(=O)=O.ClCCl. The product is [CH3:1][S:2][C:3]1[CH:11]=[C:10]2[C:6]([CH:7]=[CH:8][N:9]2[S:20]([C:14]2[CH:19]=[CH:18][CH:17]=[CH:16][CH:15]=2)(=[O:22])=[O:21])=[CH:5][CH:4]=1. The yield is 0.592. (3) The reactants are [C:1](Cl)(=[O:5])[CH2:2][CH2:3][CH3:4].[Cl-].[Cl:8][C:9]1[CH:14]=[CH:13][C:12]([NH:15][C:16]([C:18]2[N:22]([CH3:23])[N:21]=[C:20]([C:24]([F:30])([F:29])[C:25]([F:28])([F:27])[F:26])[C:19]=2[C:31]([F:34])([F:33])[F:32])=[O:17])=[CH:11][C:10]=1[CH2:35][NH3+:36].N1C=CC=CC=1. The catalyst is C1COCC1. The product is [C:1]([NH:36][CH2:35][C:10]1[CH:11]=[C:12]([NH:15][C:16]([C:18]2[N:22]([CH3:23])[N:21]=[C:20]([C:24]([F:29])([F:30])[C:25]([F:28])([F:26])[F:27])[C:19]=2[C:31]([F:32])([F:33])[F:34])=[O:17])[CH:13]=[CH:14][C:9]=1[Cl:8])(=[O:5])[CH2:2][CH2:3][CH3:4]. The yield is 0.750. (4) The reactants are [CH3:1][C:2]1[CH:3]=[CH:4][C:5]2[O:11][CH2:10][CH2:9][CH:8]([C:12]([O:14]CC)=[O:13])[C:7](=O)[C:6]=2[CH:18]=1.Cl.[NH2:20]O. The catalyst is C(O)C.C(OCC)(=O)C. The product is [CH3:1][C:2]1[CH:3]=[CH:4][C:5]2[O:11][CH2:10][CH2:9][C:8]3[C:7](=[N:20][O:13][C:12]=3[OH:14])[C:6]=2[CH:18]=1. The yield is 0.712. (5) The reactants are [NH:1]1[C:9]2[C:4](=[CH:5][C:6]([CH:10]=[O:11])=[CH:7][CH:8]=2)[CH:3]=[N:2]1.[OH-].[Na+].[I:14]I. The catalyst is O1CCOCC1.O. The product is [I:14][C:3]1[C:4]2[C:9](=[CH:8][CH:7]=[C:6]([CH:10]=[O:11])[CH:5]=2)[NH:1][N:2]=1. The yield is 0.645. (6) The reactants are [ClH:1].[CH2:2]([C:7]1[N:8]=[C:9]([NH2:12])[NH:10][CH:11]=1)[CH2:3][CH2:4][C:5]#[CH:6].[N:13]([CH2:16][C:17]1[CH:21]=[CH:20][O:19][CH:18]=1)=[N+:14]=[N-:15]. No catalyst specified. The product is [ClH:1].[O:19]1[CH:20]=[CH:21][C:17]([CH2:16][N:13]2[CH:6]=[C:5]([CH2:4][CH2:3][CH2:2][C:7]3[N:8]=[C:9]([NH2:12])[NH:10][CH:11]=3)[N:15]=[N:14]2)=[CH:18]1. The yield is 0.580.